Dataset: Forward reaction prediction with 1.9M reactions from USPTO patents (1976-2016). Task: Predict the product of the given reaction. (1) Given the reactants [CH2:1]([C:3]1[CH:4]=[C:5]2[C:9](=[CH:10][C:11]=1[N+:12]([O-:14])=[O:13])[NH:8][CH2:7][CH2:6]2)[CH3:2], predict the reaction product. The product is: [CH2:1]([C:3]1[CH:4]=[C:5]2[C:9](=[CH:10][C:11]=1[N+:12]([O-:14])=[O:13])[NH:8][CH:7]=[CH:6]2)[CH3:2]. (2) Given the reactants BrC1C=CC=C2C=1N=C(/C(=[N:14]/[C:15]1[C:20]([CH:21]([CH3:23])[CH3:22])=[CH:19][CH:18]=[CH:17][C:16]=1[CH:24]([CH3:26])[CH3:25])/C)C=C2.[CH3:27][C:28]1[CH:34]=[CH:33][CH:32]=[C:31]([CH3:35])[C:29]=1[NH2:30].C1(P(C2CCCCC2)C2[CH:48]=[CH:47][CH:46]=[CH:45][C:44]=2[C:49]2[CH:54]=[CH:53][CH:52]=[CH:51][C:50]=2[N:55](C)C)CCCCC1.CC(C)([O-])C.[Na+], predict the reaction product. The product is: [CH3:23][CH:21]([C:20]1[CH:19]=[CH:18][CH:17]=[C:16]([CH:24]([CH3:25])[CH3:26])[C:15]=1/[N:14]=[C:47](/[C:46]1[CH:45]=[CH:44][C:49]2[C:50](=[C:51]([NH:30][C:29]3[C:31]([CH3:35])=[CH:32][CH:33]=[CH:34][C:28]=3[CH3:27])[CH:52]=[CH:53][CH:54]=2)[N:55]=1)\[CH3:48])[CH3:22]. (3) Given the reactants CS(O[CH2:6][CH:7]1[CH2:10][N:9]([C:11]([O:13][C:14]([CH3:17])([CH3:16])[CH3:15])=[O:12])[CH2:8]1)(=O)=O.CCCC[N+](CCCC)(CCCC)CCCC.[F-:35], predict the reaction product. The product is: [F:35][CH2:6][CH:7]1[CH2:10][N:9]([C:11]([O:13][C:14]([CH3:17])([CH3:16])[CH3:15])=[O:12])[CH2:8]1. (4) Given the reactants [CH3:1][O:2][CH2:3][C:4](=[C:12]1[CH2:16][CH2:15][N:14]([C:17]([O:19][CH2:20][C:21]2[CH:26]=[CH:25][CH:24]=[CH:23][CH:22]=2)=[O:18])[C:13]1=O)[NH:5][C:6]1[CH:11]=[CH:10][CH:9]=[CH:8][CH:7]=1.N1C(=O)NC(=O)NC1=O.COC(OC)(C)C, predict the reaction product. The product is: [CH3:1][O:2][CH2:3][C@H:4]1[C@H:12]2[CH2:16][CH2:15][N:14]([C:17]([O:19][CH2:20][C:21]3[CH:26]=[CH:25][CH:24]=[CH:23][CH:22]=3)=[O:18])[C@H:13]2[C:7]2[CH:8]=[CH:9][CH:10]=[CH:11][C:6]=2[NH:5]1. (5) Given the reactants [NH2:1][C:2]1[CH:7]=[C:6]([C:8]2[CH:13]=[CH:12][CH:11]=[CH:10][CH:9]=2)[CH:5]=[CH:4][C:3]=1[OH:14].[NH2:15][C:16]1[CH:17]=[C:18]([CH:22]=[CH:23][CH:24]=1)[C:19](O)=O, predict the reaction product. The product is: [NH2:15][C:16]1[CH:17]=[C:18]([C:19]2[O:14][C:3]3[CH:4]=[CH:5][C:6]([C:8]4[CH:13]=[CH:12][CH:11]=[CH:10][CH:9]=4)=[CH:7][C:2]=3[N:1]=2)[CH:22]=[CH:23][CH:24]=1. (6) The product is: [OH:1][C:2]1([C:9]2[CH:14]=[CH:13][C:12]([O:15][CH3:16])=[CH:11][N:10]=2)[CH2:7][CH2:6][CH:5]([N:17]2[CH2:20][CH:19]([NH:21][C:22]([CH2:24][NH:25][C:26](=[O:37])[C:27]3[CH:32]=[CH:31][CH:30]=[C:29]([C:33]([F:36])([F:34])[F:35])[CH:28]=3)=[O:23])[CH2:18]2)[CH2:4][CH2:3]1. Given the reactants [OH:1][C:2]1([C:9]2[CH:14]=[CH:13][C:12]([O:15][CH3:16])=[CH:11][N:10]=2)[CH2:7][CH2:6][C:5](=O)[CH2:4][CH2:3]1.[NH:17]1[CH2:20][CH:19]([NH:21][C:22]([CH2:24][NH:25][C:26](=[O:37])[C:27]2[CH:32]=[CH:31][CH:30]=[C:29]([C:33]([F:36])([F:35])[F:34])[CH:28]=2)=[O:23])[CH2:18]1, predict the reaction product.